From a dataset of Reaction yield outcomes from USPTO patents with 853,638 reactions. Predict the reaction yield, written as a fraction of the theoretical maximum amount of product (1.0 means a 100% yield; for example, 0.34 means a 34% yield). (1) The reactants are FC1C=CC(CNC(C2[C:11](=[O:21])[C:12](O)=[C:13]([C:16](OC)=O)[NH:14][CH:15]=2)=O)=CC=1.[Br:24]Br.[C:26]([OH:29])(=[O:28])[CH3:27]. The catalyst is O. The product is [Br:24][C:12]1[C:13]([CH3:16])=[N:14][CH:15]=[C:27]([C:11]=1[OH:21])[C:26]([OH:29])=[O:28]. The yield is 0.980. (2) The reactants are [OH:1][C:2]1[CH:9]=[CH:8][C:5]([CH:6]=[O:7])=[CH:4][CH:3]=1.Br[CH2:11][CH:12]([OH:17])[C:13]([F:16])([F:15])[F:14]. No catalyst specified. The product is [F:14][C:13]([F:16])([F:15])[CH:12]([OH:17])[CH2:11][O:1][C:2]1[CH:9]=[CH:8][C:5]([CH:6]=[O:7])=[CH:4][CH:3]=1. The yield is 0.840.